From a dataset of Reaction yield outcomes from USPTO patents with 853,638 reactions. Predict the reaction yield, written as a fraction of the theoretical maximum amount of product (1.0 means a 100% yield; for example, 0.34 means a 34% yield). (1) The reactants are [Cl:1][C:2]1[N:12]=[C:11]2[C:5]([NH:6][C:7](=[O:19])[CH2:8][CH2:9][N:10]2[CH:13]2[CH2:18][CH2:17][CH2:16][CH2:15][CH2:14]2)=[CH:4][N:3]=1.[CH3:20]I.[H-].[Na+]. The catalyst is CC(N(C)C)=O. The product is [Cl:1][C:2]1[N:12]=[C:11]2[C:5]([N:6]([CH3:20])[C:7](=[O:19])[CH2:8][CH2:9][N:10]2[CH:13]2[CH2:18][CH2:17][CH2:16][CH2:15][CH2:14]2)=[CH:4][N:3]=1. The yield is 0.810. (2) The reactants are [CH3:1][O:2][C:3]1[CH:4]=[C:5]([SH:9])[CH:6]=[CH:7][CH:8]=1.[C:10](Cl)(=[O:14])[C:11](Cl)=[O:12].[Cl-].[Al+3].[Cl-].[Cl-]. The catalyst is CCOCC. The product is [CH3:1][O:2][C:3]1[CH:8]=[CH:7][C:6]2[C:10](=[O:14])[C:11](=[O:12])[S:9][C:5]=2[CH:4]=1. The yield is 0.470. (3) The reactants are [F:1][C:2]1[C:3]([C:9]2[N:13]([CH:14]([CH3:16])[CH3:15])[C:12]([CH3:17])=[N:11][CH:10]=2)=[N:4][C:5]([NH2:8])=[N:6][CH:7]=1.[Cl:18][C:19]1[CH:20]=[CH:21][C:22]([C:27]([N:29]2[CH2:34][CH2:33][N:32]([CH3:35])[CH2:31][CH2:30]2)=[O:28])=[C:23]([CH:26]=1)[C:24]#[N:25].C([O-])([O-])=O.[Cs+].[Cs+].CC(C1C=C(C(C)C)C(C2C=CC=CC=2P(C2CCCCC2)C2CCCCC2)=C(C(C)C)C=1)C.Cl. The catalyst is C1C=CC(/C=C/C(/C=C/C2C=CC=CC=2)=O)=CC=1.C1C=CC(/C=C/C(/C=C/C2C=CC=CC=2)=O)=CC=1.C1C=CC(/C=C/C(/C=C/C2C=CC=CC=2)=O)=CC=1.[Pd].[Pd]. The product is [ClH:18].[F:1][C:2]1[C:3]([C:9]2[N:13]([CH:14]([CH3:15])[CH3:16])[C:12]([CH3:17])=[N:11][CH:10]=2)=[N:4][C:5]([NH:8][C:19]2[CH:20]=[CH:21][C:22]([C:27]([N:29]3[CH2:34][CH2:33][N:32]([CH3:35])[CH2:31][CH2:30]3)=[O:28])=[C:23]([CH:26]=2)[C:24]#[N:25])=[N:6][CH:7]=1. The yield is 0.580. (4) The catalyst is CC(O)=O.[Fe]. The product is [F:1][C:2]1[CH:3]=[CH:4][CH:5]=[C:6]2[C:11]=1[CH:10]=[CH:9][CH:8]=[C:7]2[NH:12][C:16](=[O:17])[CH3:15]. The yield is 0.970. The reactants are [F:1][C:2]1[C:11]2[C:6](=[C:7]([N+:12]([O-])=O)[CH:8]=[CH:9][CH:10]=2)[CH:5]=[CH:4][CH:3]=1.[CH3:15][C:16](OC(C)=O)=[O:17]. (5) The reactants are Br[C:2]1[CH:3]=[C:4]([N:8]2[C:16]3[CH:15]=[CH:14][N:13]=[C:12]([NH:17][CH2:18][CH3:19])[C:11]=3[C:10]([C:20]([O:22][CH3:23])=[O:21])=[N:9]2)[CH:5]=[CH:6][CH:7]=1.[C:24]([C@:26]1([OH:33])[CH2:30][CH2:29][N:28]([CH3:31])[C:27]1=[O:32])#[CH:25]. The yield is 0.540. No catalyst specified. The product is [CH2:18]([NH:17][C:12]1[C:11]2[C:10]([C:20]([O:22][CH3:23])=[O:21])=[N:9][N:8]([C:4]3[CH:5]=[CH:6][CH:7]=[C:2]([C:25]#[C:24][C@:26]4([OH:33])[CH2:30][CH2:29][N:28]([CH3:31])[C:27]4=[O:32])[CH:3]=3)[C:16]=2[CH:15]=[CH:14][N:13]=1)[CH3:19]. (6) The reactants are [Br:1][C:2]1[CH:7]=[C:6](O)[C:5]([Br:9])=[CH:4][C:3]=1[OH:10].[CH2:11]([CH:13]([CH2:16][CH2:17][CH2:18][CH3:19])[CH2:14]Br)[CH3:12].[C:20](=[O:23])([O-])[O-].[K+].[K+].O. The catalyst is C(#N)C.CCCCCC. The product is [Br:9][C:5]1[CH:4]=[C:3]([O:10][CH2:14][CH:13]([CH2:11][CH3:12])[CH2:16][CH2:17][CH2:18][CH3:19])[C:2]([Br:1])=[CH:7][C:6]=1[O:23][CH2:20][CH:13]([CH2:11][CH3:12])[CH2:16][CH2:17][CH2:18][CH3:19]. The yield is 0.610. (7) The yield is 0.590. The product is [C:1]1([C:34]2[CH:39]=[CH:38][CH:37]=[CH:36][CH:35]=2)[CH:2]=[CH:3][C:4]([C@@:7]2([S:30][CH:31]([CH3:32])[CH3:33])[CH2:11][N:10]([C:12](=[O:26])[C@@H:13]([NH:18][C:19](=[O:20])[O:21][C:22]([CH3:23])([CH3:24])[CH3:25])[C:14]([CH3:16])([CH3:17])[CH3:15])[C@H:9]([C:27](=[O:29])[NH:40][C@:41]3([C:46](=[O:47])[NH:48][S:49]([CH:52]4[CH2:54][CH2:53]4)(=[O:51])=[O:50])[CH2:43][C@H:42]3[CH:44]=[CH2:45])[CH2:8]2)=[CH:5][CH:6]=1. The reactants are [C:1]1([C:34]2[CH:39]=[CH:38][CH:37]=[CH:36][CH:35]=2)[CH:6]=[CH:5][C:4]([C@@:7]2([S:30][CH:31]([CH3:33])[CH3:32])[CH2:11][N:10]([C:12](=[O:26])[C@@H:13]([NH:18][C:19]([O:21][C:22]([CH3:25])([CH3:24])[CH3:23])=[O:20])[C:14]([CH3:17])([CH3:16])[CH3:15])[C@H:9]([C:27]([OH:29])=O)[CH2:8]2)=[CH:3][CH:2]=1.[NH2:40][C@:41]1([C:46]([NH:48][S:49]([CH:52]2[CH2:54][CH2:53]2)(=[O:51])=[O:50])=[O:47])[CH2:43][C@H:42]1[CH:44]=[CH2:45].CC1C=CC(S(O)(=O)=O)=CC=1.CN(C(ON1N=NC2C=CC=NC1=2)=[N+](C)C)C.F[P-](F)(F)(F)(F)F.C(N(CC)C(C)C)(C)C. The catalyst is C(Cl)Cl.CCOC(C)=O.